Dataset: NCI-60 drug combinations with 297,098 pairs across 59 cell lines. Task: Regression. Given two drug SMILES strings and cell line genomic features, predict the synergy score measuring deviation from expected non-interaction effect. Drug 1: CC12CCC3C(C1CCC2=O)CC(=C)C4=CC(=O)C=CC34C. Drug 2: CN1C2=C(C=C(C=C2)N(CCCl)CCCl)N=C1CCCC(=O)O.Cl. Cell line: SK-MEL-28. Synergy scores: CSS=12.4, Synergy_ZIP=1.79, Synergy_Bliss=2.87, Synergy_Loewe=-11.2, Synergy_HSA=1.90.